This data is from Full USPTO retrosynthesis dataset with 1.9M reactions from patents (1976-2016). The task is: Predict the reactants needed to synthesize the given product. (1) Given the product [CH3:1][O:2][CH2:3][CH2:4][O:5][C:6]1[CH:11]=[C:10]2[C:12]([NH:16][C:17]3[CH:18]=[CH:19][CH:20]=[C:21]([C:23]#[CH:24])[CH:22]=3)=[N:13][CH:14]=[N:15][C:9]2=[CH:8][C:7]=1[O:25][CH2:26][CH2:27][O:28][CH3:29].[ClH:30], predict the reactants needed to synthesize it. The reactants are: [CH3:1][O:2][CH2:3][CH2:4][O:5][C:6]1[CH:11]=[C:10]2[C:12]([NH:16][C:17]3[CH:22]=[C:21]([C:23]#[CH:24])[CH:20]=[CH:19][CH:18]=3)=[N:13][CH:14]=[N:15][C:9]2=[CH:8][C:7]=1[O:25][CH2:26][CH2:27][O:28][CH3:29].[Cl:30]CCl.Cl. (2) The reactants are: [NH:1]1[CH:5]=[C:4]([C:6]([O:8][CH3:9])=[O:7])[N:3]=[CH:2]1.[H-].[Na+].Br[CH2:13][CH2:14][N:15]1[C:23](=[O:24])[C:22]2[C:17](=[CH:18][CH:19]=[CH:20][CH:21]=2)[C:16]1=[O:25]. Given the product [O:25]=[C:16]1[C:17]2[C:22](=[CH:21][CH:20]=[CH:19][CH:18]=2)[C:23](=[O:24])[N:15]1[CH2:14][CH2:13][N:1]1[CH:5]=[C:4]([C:6]([O:8][CH3:9])=[O:7])[N:3]=[CH:2]1, predict the reactants needed to synthesize it. (3) Given the product [OH:8][C:9]1[CH:10]=[CH:11][C:12]2[O:16][C:15](=[O:17])[N:14]([CH2:18][C:19]([N:21]([CH3:28])[C:22]3[CH:23]=[CH:24][CH:25]=[CH:26][CH:27]=3)=[O:20])[C:13]=2[CH:29]=1, predict the reactants needed to synthesize it. The reactants are: [Si]([O:8][C:9]1[CH:10]=[CH:11][C:12]2[O:16][C:15](=[O:17])[N:14]([CH2:18][C:19]([N:21]([CH3:28])[C:22]3[CH:27]=[CH:26][CH:25]=[CH:24][CH:23]=3)=[O:20])[C:13]=2[CH:29]=1)(C(C)(C)C)(C)C.Cl.O. (4) Given the product [CH:9]1([NH:14][C:21]2[CH2:22][C:17]([CH3:1])([CH3:23])[CH2:18][C:19](=[O:15])[CH:20]=2)[CH2:11][CH2:12][CH2:13]1, predict the reactants needed to synthesize it. The reactants are: [C:1]1(=O)CCCC(=O)C1.[CH:9]1([NH2:14])[CH2:13][CH2:12][CH2:11]C1.[OH-:15].[Na+].[C:17]1([CH3:23])[CH:22]=[CH:21][CH:20]=[CH:19][CH:18]=1. (5) Given the product [F:1][C:2]1[CH:7]=[CH:6][CH:5]=[CH:4][C:3]=1[NH:8][S:9]([C:12]1[CH:20]=[CH:19][CH:18]=[C:14]([C:15]([N:26]2[CH2:25][CH2:24][N:23]3[CH2:27][CH2:28][CH2:29][C@@H:22]3[CH2:21]2)=[O:17])[CH:13]=1)(=[O:10])=[O:11], predict the reactants needed to synthesize it. The reactants are: [F:1][C:2]1[CH:7]=[CH:6][CH:5]=[CH:4][C:3]=1[NH:8][S:9]([C:12]1[CH:13]=[C:14]([CH:18]=[CH:19][CH:20]=1)[C:15]([OH:17])=O)(=[O:11])=[O:10].[CH2:21]1[NH:26][CH2:25][CH2:24][N:23]2[CH2:27][CH2:28][CH2:29][C@H:22]12.